From a dataset of Reaction yield outcomes from USPTO patents with 853,638 reactions. Predict the reaction yield, written as a fraction of the theoretical maximum amount of product (1.0 means a 100% yield; for example, 0.34 means a 34% yield). (1) The reactants are Br[C:2]1[CH:3]=[C:4]([N:9]2[C:13]3=[N:14][CH:15]=[CH:16][CH:17]=[C:12]3[C:11]([C:18]([O:20][CH3:21])=[O:19])=[N:10]2)[CH:5]=[CH:6][C:7]=1[F:8].[C:22]([C@:24]1([OH:31])[CH2:28][CH2:27][N:26]([CH3:29])[C:25]1=[O:30])#[CH:23]. No catalyst specified. The product is [F:8][C:7]1[CH:6]=[CH:5][C:4]([N:9]2[C:13]3=[N:14][CH:15]=[CH:16][CH:17]=[C:12]3[C:11]([C:18]([O:20][CH3:21])=[O:19])=[N:10]2)=[CH:3][C:2]=1[C:23]#[C:22][C@:24]1([OH:31])[CH2:28][CH2:27][N:26]([CH3:29])[C:25]1=[O:30]. The yield is 0.570. (2) The reactants are [Cl:1][C:2]1[CH:16]=[CH:15][C:5]([O:6][CH2:7][CH2:8]C2CCNCC2)=[CH:4][C:3]=1[N+:17]([O-])=O.O.O.[Sn](Cl)Cl.[CH3:25][CH2:26]O. No catalyst specified. The product is [Cl:1][C:2]1[CH:16]=[CH:15][C:5]([O:6][CH2:7][CH2:8][N:17]2[CH2:26][CH2:25][CH2:16][CH2:2][CH2:3]2)=[CH:4][C:3]=1[NH2:17]. The yield is 0.920. (3) The reactants are [C:1]([C:3]1[CH:4]=[C:5]([S:9]([NH2:12])(=[O:11])=[O:10])[CH:6]=[CH:7][CH:8]=1)#[N:2].CO.[CH3:15][C:16]([CH3:18])=O. The catalyst is [Pd].C(Cl)Cl. The product is [NH:2]([CH2:15][C:16]1[CH:18]=[C:5]([S:9]([NH2:12])(=[O:11])=[O:10])[CH:4]=[CH:3][CH:1]=1)[CH2:1][C:3]1[CH:4]=[C:5]([S:9]([NH2:12])(=[O:11])=[O:10])[CH:6]=[CH:7][CH:8]=1. The yield is 0.870. (4) The reactants are [H-].[Na+].Cl[CH2:4][CH2:5][O:6][C:7]([NH:9][C:10]1([CH3:23])[CH2:15][CH2:14][N:13]([C:16]([O:18][C:19]([CH3:22])([CH3:21])[CH3:20])=[O:17])[CH2:12][CH2:11]1)=[O:8]. The catalyst is CN(C=O)C.C(Cl)Cl. The product is [CH3:23][C:10]1([N:9]2[CH2:4][CH2:5][O:6][C:7]2=[O:8])[CH2:15][CH2:14][N:13]([C:16]([O:18][C:19]([CH3:22])([CH3:21])[CH3:20])=[O:17])[CH2:12][CH2:11]1. The yield is 0.510. (5) The reactants are [CH2:1]([O:8][C:9]([N:11]1[CH2:15][CH2:14][CH2:13][C@@H:12]1COS(C1C=CC(C)=CC=1)(=O)=O)=[O:10])[C:2]1[CH:7]=[CH:6][CH:5]=[CH:4][CH:3]=1.O.O.O.[F-:31].C([N+](CCCC)(CCCC)CCCC)CCC.O.C(OCC)(=O)C. The catalyst is C(#N)C. The product is [CH2:1]([O:8][C:9]([N:11]1[CH2:15][CH2:14][CH2:13][C@H:12]1[F:31])=[O:10])[C:2]1[CH:7]=[CH:6][CH:5]=[CH:4][CH:3]=1. The yield is 0.640. (6) The reactants are [O:1]=[S:2]1(=[O:31])[CH2:7][CH:6]=[C:5]([C:8]2[CH:13]=[CH:12][C:11]([N:14]3[CH2:18][C@H:17]([CH2:19][N:20]4[CH:24]=[C:23]([CH:25]=[C:26](Br)[Br:27])[N:22]=[N:21]4)[O:16][C:15]3=[O:29])=[CH:10][C:9]=2[F:30])[CH2:4][CH2:3]1.C(OP([O-])OCC)C.C(N(CC)CC)C. The catalyst is C(O)C.ClCCl. The product is [O:31]=[S:2]1(=[O:1])[CH2:3][CH:4]=[C:5]([C:8]2[CH:13]=[CH:12][C:11]([N:14]3[CH2:18][C@H:17]([CH2:19][N:20]4[CH:24]=[C:23](/[CH:25]=[CH:26]/[Br:27])[N:22]=[N:21]4)[O:16][C:15]3=[O:29])=[CH:10][C:9]=2[F:30])[CH2:6][CH2:7]1. The yield is 0.440. (7) The yield is 0.980. The catalyst is CO.[Pd]. The reactants are [CH:1]([C:4]1[CH:12]=[CH:11][C:7]([C:8]([OH:10])=[O:9])=[C:6]([N+:13]([O-])=O)[CH:5]=1)([CH3:3])[CH3:2].[H][H]. The product is [NH2:13][C:6]1[CH:5]=[C:4]([CH:1]([CH3:3])[CH3:2])[CH:12]=[CH:11][C:7]=1[C:8]([OH:10])=[O:9]. (8) The reactants are [CH2:1]([O:3][CH2:4][O:5][C:6]1[CH:7]=[CH:8][C:9]2[O:13][C:12](B(O)O)=[CH:11][C:10]=2[CH:17]=1)[CH3:2].[C:18]([O:22][C:23](=[O:36])[N:24]([C:26]1[CH:31]=[CH:30][C:29](Br)=[C:28]([N+:33]([O-:35])=[O:34])[N:27]=1)[CH3:25])([CH3:21])([CH3:20])[CH3:19].CCN(CC)CC. The catalyst is C(O)C.Cl[Pd](Cl)([P](C1C=CC=CC=1)(C1C=CC=CC=1)C1C=CC=CC=1)[P](C1C=CC=CC=1)(C1C=CC=CC=1)C1C=CC=CC=1. The product is [C:18]([O:22][C:23](=[O:36])[N:24]([C:26]1[CH:31]=[CH:30][C:29]([C:12]2[O:13][C:9]3[CH:8]=[CH:7][C:6]([O:5][CH2:4][O:3][CH2:1][CH3:2])=[CH:17][C:10]=3[CH:11]=2)=[C:28]([N+:33]([O-:35])=[O:34])[N:27]=1)[CH3:25])([CH3:21])([CH3:19])[CH3:20]. The yield is 0.580. (9) The reactants are [CH2:1]([O:8][C:9](=O)O)[C:2]1[CH:7]=[CH:6][CH:5]=[CH:4][CH:3]=1.C(Cl)(=O)[C:13]([Cl:15])=[O:14]. The catalyst is C(Cl)Cl.CN(C=O)C. The product is [CH2:1]([O:8][CH2:9][C:13]([Cl:15])=[O:14])[C:2]1[CH:3]=[CH:4][CH:5]=[CH:6][CH:7]=1. The yield is 0.960. (10) The yield is 0.810. The product is [CH3:37][C:36]1([CH3:41])[O:2][CH:3]([CH2:4][O:5][C:6]2[CH:7]=[CH:8][C:9]([CH2:12][CH2:13][CH2:14][CH2:15][NH:16][C:17]([NH:19][C:20]([C:22]3[C:27]([NH2:28])=[N:26][C:25]([NH2:29])=[C:24]([Cl:30])[N:23]=3)=[O:21])=[NH:18])=[CH:10][CH:11]=2)[CH2:31][O:32]1. The catalyst is CC(C)=O. The reactants are Cl.[OH:2][CH:3]([CH2:31][OH:32])[CH2:4][O:5][C:6]1[CH:11]=[CH:10][C:9]([CH2:12][CH2:13][CH2:14][CH2:15][NH:16][C:17]([NH:19][C:20]([C:22]2[C:27]([NH2:28])=[N:26][C:25]([NH2:29])=[C:24]([Cl:30])[N:23]=2)=[O:21])=[NH:18])=[CH:8][CH:7]=1.CO.O.[C:36]1(C)[CH:41]=CC(S(O)(=O)=O)=C[CH:37]=1.